From a dataset of Full USPTO retrosynthesis dataset with 1.9M reactions from patents (1976-2016). Predict the reactants needed to synthesize the given product. Given the product [C:24]([OH:40])(=[O:23])[CH3:25].[CH3:22][O:23][C:24]([C:25]1[CH:26]=[C:27]([C:29]2[CH:34]=[CH:33][CH:32]=[C:31]([O:35][CH:36]([F:37])[F:38])[CH:30]=2)[N:18]2[N:17]=[C:16]([NH:15][C:5]3[CH:6]=[CH:7][C:8]([N:9]4[CH:13]=[C:12]([CH3:14])[N:11]=[CH:10]4)=[C:3]([O:2][CH3:1])[CH:4]=3)[N:20]=[C:19]2[N:21]=1)=[O:40], predict the reactants needed to synthesize it. The reactants are: [CH3:1][O:2][C:3]1[CH:4]=[C:5]([NH:15][C:16]2[N:20]=[C:19]([NH2:21])[NH:18][N:17]=2)[CH:6]=[CH:7][C:8]=1[N:9]1[CH:13]=[C:12]([CH3:14])[N:11]=[CH:10]1.[CH3:22][O:23][C:24](=[O:40])[C:25](=O)[CH2:26][C:27]([C:29]1[CH:34]=[CH:33][CH:32]=[C:31]([O:35][CH:36]([F:38])[F:37])[CH:30]=1)=O.